This data is from Forward reaction prediction with 1.9M reactions from USPTO patents (1976-2016). The task is: Predict the product of the given reaction. (1) Given the reactants [Br:1][C:2]1[CH:3]=[CH:4][C:5]2[N:6]([C:8]([CH2:11][CH2:12][CH2:13][OH:14])=[N:9][CH:10]=2)[CH:7]=1.[H-].[Na+].CI.[C:19](=O)(O)[O-].[Na+], predict the reaction product. The product is: [Br:1][C:2]1[CH:3]=[CH:4][C:5]2[N:6]([C:8]([CH2:11][CH2:12][CH2:13][O:14][CH3:19])=[N:9][CH:10]=2)[CH:7]=1. (2) Given the reactants [CH2:1]([O:8][C@@H:9]1[C@@H:17]([CH:18]=[O:19])[O:16][C@H:15]2[C@H:11]([N:12]=[C:13]([N:20]([CH3:22])[CH3:21])[S:14]2)[CH2:10]1)[C:2]1[CH:7]=[CH:6][CH:5]=[CH:4][CH:3]=1.[CH3:23][Mg+].[Br-], predict the reaction product. The product is: [CH2:1]([O:8][C@@H:9]1[C@@H:17]([CH:18]([OH:19])[CH3:23])[O:16][C@H:15]2[C@H:11]([N:12]=[C:13]([N:20]([CH3:22])[CH3:21])[S:14]2)[CH2:10]1)[C:2]1[CH:7]=[CH:6][CH:5]=[CH:4][CH:3]=1. (3) The product is: [CH3:1][O:2][C:3]1[CH:8]=[CH:7][C:6]([C:33]2[N:38]=[C:37]([C:39]#[N:40])[CH:36]=[CH:35][CH:34]=2)=[CH:5][C:4]=1[CH:12]1[C:25]2[C:24](=[O:26])[CH2:23][C:22]([CH3:28])([CH3:27])[CH2:21][C:20]=2[O:19][C:18]2[CH2:17][C:16]([CH3:30])([CH3:29])[CH2:15][C:14](=[O:31])[C:13]1=2. Given the reactants [CH3:1][O:2][C:3]1[CH:8]=[CH:7][C:6](B(O)O)=[CH:5][C:4]=1[CH:12]1[C:25]2[C:24](=[O:26])[CH2:23][C:22]([CH3:28])([CH3:27])[CH2:21][C:20]=2[O:19][C:18]2[CH2:17][C:16]([CH3:30])([CH3:29])[CH2:15][C:14](=[O:31])[C:13]1=2.Cl[C:33]1[N:38]=[C:37]([C:39]#[N:40])[CH:36]=[CH:35][CH:34]=1.C(=O)([O-])[O-].[Na+].[Na+], predict the reaction product. (4) Given the reactants [Cl:1][C:2]1[C:3]([CH3:12])=[C:4]([S:8](Cl)(=[O:10])=[O:9])[CH:5]=[CH:6][CH:7]=1.N1C=CC=CC=1.[NH2:19][C:20]1[CH:21]=[C:22]2[C:27](=[CH:28][CH:29]=1)[N:26]=[CH:25][CH:24]=[CH:23]2.C([O-])(O)=O.[Na+], predict the reaction product. The product is: [Cl:1][C:2]1[C:3]([CH3:12])=[C:4]([S:8]([NH:19][C:20]2[CH:21]=[C:22]3[C:27](=[CH:28][CH:29]=2)[N:26]=[CH:25][CH:24]=[CH:23]3)(=[O:10])=[O:9])[CH:5]=[CH:6][CH:7]=1. (5) Given the reactants [C:1]1([OH:11])[C:10]2[CH2:9][CH2:8][CH2:7][CH2:6][C:5]=2[CH:4]=[CH:3][CH:2]=1.[S-:12][C:13]#[N:14].[Na+].[Br-].[Na+].BrBr, predict the reaction product. The product is: [S:12]([C:4]1[C:5]2[CH2:6][CH2:7][CH2:8][CH2:9][C:10]=2[C:1]([OH:11])=[CH:2][CH:3]=1)[C:13]#[N:14]. (6) Given the reactants [NH2:1][C:2]1[CH:3]=[CH:4][CH:5]=[C:6]2[C:10]=1[NH:9][N:8]=[C:7]2[C:11]([C:16]1[CH:21]=[CH:20][C:19]([Cl:22])=[CH:18][CH:17]=1)([CH2:14][CH3:15])[C:12]#[N:13].CN1CCOCC1.[CH3:30][S:31](Cl)(=[O:33])=[O:32], predict the reaction product. The product is: [Cl:22][C:19]1[CH:18]=[CH:17][C:16]([C:11]([C:7]2[C:6]3[C:10](=[C:2]([NH:1][S:31]([CH3:30])(=[O:33])=[O:32])[CH:3]=[CH:4][CH:5]=3)[NH:9][N:8]=2)([C:12]#[N:13])[CH2:14][CH3:15])=[CH:21][CH:20]=1. (7) Given the reactants C(OC(=O)[NH:7][CH:8]([C:27]1[CH:32]=[CH:31][C:30]([C:33]#[N:34])=[CH:29][C:28]=1[Br:35])[C:9]1[C:14](=[O:15])[CH2:13][CH2:12][CH2:11][C:10]=1[NH:16][C:17]1[CH:22]=[CH:21][CH:20]=[C:19]([C:23]([F:26])([F:25])[F:24])[CH:18]=1)(C)(C)C.[ClH:37].O1CCOCC1, predict the reaction product. The product is: [ClH:37].[NH2:7][CH:8]([C:9]1[C:14](=[O:15])[CH2:13][CH2:12][CH2:11][C:10]=1[NH:16][C:17]1[CH:22]=[CH:21][CH:20]=[C:19]([C:23]([F:26])([F:24])[F:25])[CH:18]=1)[C:27]1[CH:32]=[CH:31][C:30]([C:33]#[N:34])=[CH:29][C:28]=1[Br:35].